Regression. Given a peptide amino acid sequence and an MHC pseudo amino acid sequence, predict their binding affinity value. This is MHC class II binding data. From a dataset of Peptide-MHC class II binding affinity with 134,281 pairs from IEDB. (1) The peptide sequence is HYKGSSFHRVIPGFM. The MHC is HLA-DQA10301-DQB10302 with pseudo-sequence HLA-DQA10301-DQB10302. The binding affinity (normalized) is 0.247. (2) The peptide sequence is PETEKAEEVEKIEKT. The MHC is DRB1_1101 with pseudo-sequence DRB1_1101. The binding affinity (normalized) is 0.332. (3) The peptide sequence is PGESRHTSDHMSIYK. The MHC is DRB1_1501 with pseudo-sequence DRB1_1501. The binding affinity (normalized) is 0.174. (4) The peptide sequence is FMVAMFLAVAVVLGL. The MHC is DRB4_0101 with pseudo-sequence DRB4_0103. The binding affinity (normalized) is 0.105. (5) The peptide sequence is AFKVAATAANAAPAM. The MHC is DRB1_1001 with pseudo-sequence DRB1_1001. The binding affinity (normalized) is 0.534.